This data is from Peptide-MHC class I binding affinity with 185,985 pairs from IEDB/IMGT. The task is: Regression. Given a peptide amino acid sequence and an MHC pseudo amino acid sequence, predict their binding affinity value. This is MHC class I binding data. (1) The peptide sequence is VYDFFVWLH. The MHC is H-2-Kb with pseudo-sequence H-2-Kb. The binding affinity (normalized) is 0.118. (2) The peptide sequence is MLKLRQARL. The MHC is HLA-A02:16 with pseudo-sequence HLA-A02:16. The binding affinity (normalized) is 0.0847. (3) The peptide sequence is TVSDYISEL. The MHC is HLA-A02:01 with pseudo-sequence HLA-A02:01. The binding affinity (normalized) is 0.551. (4) The peptide sequence is NPDVTLVQY. The MHC is HLA-B07:02 with pseudo-sequence HLA-B07:02. The binding affinity (normalized) is 0.588. (5) The peptide sequence is HMYISKKAK. The MHC is HLA-A68:01 with pseudo-sequence HLA-A68:01. The binding affinity (normalized) is 0.134. (6) The peptide sequence is ALCTLLHLHR. The MHC is HLA-A68:01 with pseudo-sequence HLA-A68:01. The binding affinity (normalized) is 0.248. (7) The peptide sequence is AMLDRILHH. The MHC is HLA-A03:01 with pseudo-sequence HLA-A03:01. The binding affinity (normalized) is 0.787.